From a dataset of NCI-60 drug combinations with 297,098 pairs across 59 cell lines. Regression. Given two drug SMILES strings and cell line genomic features, predict the synergy score measuring deviation from expected non-interaction effect. (1) Drug 1: C1CCC(CC1)NC(=O)N(CCCl)N=O. Drug 2: CS(=O)(=O)OCCCCOS(=O)(=O)C. Cell line: K-562. Synergy scores: CSS=19.1, Synergy_ZIP=-2.50, Synergy_Bliss=1.07, Synergy_Loewe=-5.55, Synergy_HSA=-0.620. (2) Drug 1: CC1=C(C(CCC1)(C)C)C=CC(=CC=CC(=CC(=O)O)C)C. Drug 2: COCCOC1=C(C=C2C(=C1)C(=NC=N2)NC3=CC=CC(=C3)C#C)OCCOC.Cl. Cell line: SW-620. Synergy scores: CSS=-11.4, Synergy_ZIP=3.41, Synergy_Bliss=-2.89, Synergy_Loewe=-3.30, Synergy_HSA=-7.87. (3) Drug 1: CN(C)C1=NC(=NC(=N1)N(C)C)N(C)C. Drug 2: COCCOC1=C(C=C2C(=C1)C(=NC=N2)NC3=CC=CC(=C3)C#C)OCCOC.Cl. Cell line: UACC-257. Synergy scores: CSS=-4.19, Synergy_ZIP=2.09, Synergy_Bliss=-0.187, Synergy_Loewe=-4.91, Synergy_HSA=-5.25.